Dataset: Reaction yield outcomes from USPTO patents with 853,638 reactions. Task: Predict the reaction yield, written as a fraction of the theoretical maximum amount of product (1.0 means a 100% yield; for example, 0.34 means a 34% yield). The reactants are OC1C=CC=C2C([NH:7]C(=O)C=12)=O.C[O:14][C:15]([C:17]1[C:30]2[C:29](=O)[C:28]3[C:23](=[CH:24][CH:25]=C(CBr)[CH:27]=3)[O:22][C:21]=2[CH:20]=[CH:19][CH:18]=1)=O.[NH2:34][NH2:35].[CH2:36]([OH:38])[CH3:37]. The catalyst is CN(C=O)C. The product is [NH2:7][O:38][CH2:36][C:37]1[CH:25]=[CH:24][C:23]2[O:22][C:21]3[C:30]4=[C:17]([C:15](=[O:14])[NH:34][N:35]=[C:29]4[C:28]=2[CH:27]=1)[CH:18]=[CH:19][CH:20]=3. The yield is 0.850.